From a dataset of Peptide-MHC class II binding affinity with 134,281 pairs from IEDB. Regression. Given a peptide amino acid sequence and an MHC pseudo amino acid sequence, predict their binding affinity value. This is MHC class II binding data. (1) The peptide sequence is LEKISNEIKIVATPD. The MHC is DRB1_1201 with pseudo-sequence DRB1_1201. The binding affinity (normalized) is 0.310. (2) The peptide sequence is WMMAMKYPI. The MHC is DRB1_0101 with pseudo-sequence DRB1_0101. The binding affinity (normalized) is 0. (3) The binding affinity (normalized) is 0.797. The peptide sequence is KKLVGGVVLLGAMLVGQ. The MHC is DRB1_0404 with pseudo-sequence DRB1_0404. (4) The peptide sequence is EPFPKRVWEQIFSTW. The MHC is DRB1_1501 with pseudo-sequence DRB1_1501. The binding affinity (normalized) is 0.320.